Dataset: Reaction yield outcomes from USPTO patents with 853,638 reactions. Task: Predict the reaction yield, written as a fraction of the theoretical maximum amount of product (1.0 means a 100% yield; for example, 0.34 means a 34% yield). (1) The reactants are [Br:1][C:2]1[CH:3]=[CH:4][C:5]([CH2:8][C:9](O)=[O:10])=[N:6][CH:7]=1.B.O1CCCC1.O.C(O)(=O)C. The catalyst is O1CCCC1. The product is [Br:1][C:2]1[CH:3]=[CH:4][C:5]([CH2:8][CH2:9][OH:10])=[N:6][CH:7]=1. The yield is 0.800. (2) The reactants are [Br:1][C:2]1[CH:7]=[CH:6][C:5]([C:8]2[CH:13]=[CH:12][C:11](Br)=[CH:10][CH:9]=2)=[CH:4][CH:3]=1.[NH:15]1[CH:19]=[N:18][CH:17]=[N:16]1.C([O-])([O-])=O.[Cs+].[Cs+]. The catalyst is CN(C=O)C.[Cu](Br)Br. The product is [Br:1][C:2]1[CH:7]=[CH:6][C:5]([C:8]2[CH:13]=[CH:12][C:11]([N:15]3[CH:19]=[N:18][CH:17]=[N:16]3)=[CH:10][CH:9]=2)=[CH:4][CH:3]=1. The yield is 0.293. (3) The reactants are [N+:1]([C:4]1[CH:5]=[C:6]2[C:10](=[CH:11][CH:12]=1)[NH:9][CH:8]=[CH:7]2)([O-:3])=[O:2].N1CCCC1.[C:18]([N:26]1[CH2:31][CH2:30][C:29](=O)[CH2:28][CH2:27]1)(=[O:25])[C:19]1[CH:24]=[CH:23][CH:22]=[CH:21][CH:20]=1. The catalyst is C(O)C. The product is [N+:1]([C:4]1[CH:5]=[C:6]2[C:10](=[CH:11][CH:12]=1)[NH:9][CH:8]=[C:7]2[C:29]1[CH2:30][CH2:31][N:26]([C:18]([C:19]2[CH:24]=[CH:23][CH:22]=[CH:21][CH:20]=2)=[O:25])[CH2:27][CH:28]=1)([O-:3])=[O:2]. The yield is 0.980. (4) The reactants are [F:1][C:2]1[CH:3]=[C:4]([C:16]2[CH:21]=[CH:20][C:19]([S:22]([CH3:25])(=[O:24])=[O:23])=[CH:18][N:17]=2)[CH:5]=[CH:6][C:7]=1[O:8]CC1C=CC=CC=1.B(Br)(Br)Br.C([O-])(O)=O.[Na+]. The catalyst is C(Cl)Cl. The product is [F:1][C:2]1[CH:3]=[C:4]([C:16]2[CH:21]=[CH:20][C:19]([S:22]([CH3:25])(=[O:23])=[O:24])=[CH:18][N:17]=2)[CH:5]=[CH:6][C:7]=1[OH:8]. The yield is 0.930. (5) The reactants are [Cl:1][C:2]1[CH:27]=[CH:26][C:5]([CH2:6][N:7]2[C:16]3[C:11](=[CH:12][CH:13]=[CH:14][CH:15]=3)[C:10]([CH:17]=[C:18]3[S:22][C:21](=[O:23])[NH:20][C:19]3=[O:24])=[CH:9][C:8]2=[O:25])=[CH:4][CH:3]=1.CC1NC(C)=C(C(OCC)=O)CC=1C(OCC)=O. The catalyst is C1(C)C=CC=CC=1. The product is [Cl:1][C:2]1[CH:3]=[CH:4][C:5]([CH2:6][N:7]2[C:16]3[C:11](=[CH:12][CH:13]=[CH:14][CH:15]=3)[C:10]([CH2:17][CH:18]3[S:22][C:21](=[O:23])[NH:20][C:19]3=[O:24])=[CH:9][C:8]2=[O:25])=[CH:26][CH:27]=1. The yield is 0.910. (6) The reactants are [CH:1]1([C:4]([C:6]2[CH:15]=[CH:14][CH:13]=[C:12]3[C:7]=2[CH:8]=[CH:9][C:10]([NH:16][C@H:17]2[C:25]4[C:20](=[CH:21][CH:22]=[CH:23][CH:24]=4)[CH2:19][CH2:18]2)=[N:11]3)=O)[CH2:3][CH2:2]1.Cl.[NH2:27][OH:28].C(=O)([O-])[O-].[Na+].[Na+].O. The catalyst is C(O)C. The product is [CH:1]1([C:4]([C:6]2[CH:15]=[CH:14][CH:13]=[C:12]3[C:7]=2[CH:8]=[CH:9][C:10]([NH:16][C@H:17]2[C:25]4[C:20](=[CH:21][CH:22]=[CH:23][CH:24]=4)[CH2:19][CH2:18]2)=[N:11]3)=[N:27][OH:28])[CH2:3][CH2:2]1. The yield is 0.460. (7) The reactants are [C:1](OC(=O)C)(=[O:3])[CH3:2].[CH3:8][O:9][C:10]1[CH:36]=[CH:35][C:13]([CH2:14][O:15][C:16]2[CH:17]=[C:18]([CH:32]=[CH:33][CH:34]=2)[C:19]([NH:21][C:22]2[CH:27]=[CH:26][CH:25]=[CH:24][C:23]=2[S:28](=[O:31])(=[O:30])[NH2:29])=[O:20])=[CH:12][CH:11]=1. The catalyst is CN(C)C1C=CN=CC=1.O1CCCC1. The product is [CH3:8][O:9][C:10]1[CH:11]=[CH:12][C:13]([CH2:14][O:15][C:16]2[CH:17]=[C:18]([CH:32]=[CH:33][CH:34]=2)[C:19]([NH:21][C:22]2[CH:27]=[CH:26][CH:25]=[CH:24][C:23]=2[S:28]([NH:29][C:1](=[O:3])[CH3:2])(=[O:30])=[O:31])=[O:20])=[CH:35][CH:36]=1. The yield is 0.976. (8) The product is [CH:1]([C:8]1[CH:13]=[CH:12][C:11]([CH:14]2[CH2:18][CH2:17][CH2:16][N:15]2[C:19]([O:21][CH2:22][C:23]2[CH:28]=[CH:27][CH:26]=[CH:25][CH:24]=2)=[O:20])=[CH:10][CH:9]=1)=[O:2]. The catalyst is CN(C=O)C. The yield is 0.200. The reactants are [CH:1]([O-])=[O:2].[Na+].[C]=O.Br[C:8]1[CH:13]=[CH:12][C:11]([CH:14]2[CH2:18][CH2:17][CH2:16][N:15]2[C:19]([O:21][CH2:22][C:23]2[CH:28]=[CH:27][CH:26]=[CH:25][CH:24]=2)=[O:20])=[CH:10][CH:9]=1.